From a dataset of Catalyst prediction with 721,799 reactions and 888 catalyst types from USPTO. Predict which catalyst facilitates the given reaction. (1) Reactant: C(OC([N:8]1[C:16]2[C:11](=[CH:12][C:13]([CH:17]3[C:22]([C:23]#[N:24])=[C:21]([CH3:25])[NH:20][C:19]([CH3:26])=[C:18]3[C:27]#[N:28])=[CH:14][CH:15]=2)[C:10]([NH:29][CH2:30][CH3:31])=[N:9]1)=O)(C)(C)C.[ClH:32]. Product: [ClH:32].[CH2:30]([NH:29][C:10]1[C:11]2[C:16](=[CH:15][CH:14]=[C:13]([CH:17]3[C:22]([C:23]#[N:24])=[C:21]([CH3:25])[NH:20][C:19]([CH3:26])=[C:18]3[C:27]#[N:28])[CH:12]=2)[NH:8][N:9]=1)[CH3:31]. The catalyst class is: 12. (2) Reactant: O[C:2]1([C:22]([F:25])([F:24])[F:23])[N:6]([C:7]2[CH:15]=[CH:14][C:10]([C:11]([OH:13])=O)=[CH:9][N:8]=2)[N:5]=[C:4]([C:16]2[CH:17]=[N:18][CH:19]=[CH:20][CH:21]=2)[CH2:3]1.[NH2:26][C:27]1[CH:32]=[CH:31][N:30]=[CH:29][CH:28]=1.Cl.CN(C)CCCN=C=NCC.O.ON1C2C=CC=CC=2N=N1.C(N(C(C)C)CC)(C)C.C(=O)(O)[O-].[Na+]. The catalyst class is: 9. Product: [N:30]1[CH:31]=[CH:32][C:27]([NH:26][C:11](=[O:13])[C:10]2[CH:14]=[CH:15][C:7]([N:6]3[C:2]([C:22]([F:25])([F:23])[F:24])=[CH:3][C:4]([C:16]4[CH:17]=[N:18][CH:19]=[CH:20][CH:21]=4)=[N:5]3)=[N:8][CH:9]=2)=[CH:28][CH:29]=1. (3) Reactant: [Cl:1][C:2]1[C:7]2[N:8]([CH2:19][CH:20]([CH3:22])[CH3:21])[C:9]([C:11]3[CH:12]=[N:13][C:14](Cl)=[C:15]([Cl:17])[CH:16]=3)=[N:10][C:6]=2[CH:5]=[CH:4][CH:3]=1.[CH3:23][O:24][C:25]1[CH:30]=[CH:29][C:28]([NH2:31])=[CH:27][CH:26]=1.C1C=CC(P(C2C(C3C(P(C4C=CC=CC=4)C4C=CC=CC=4)=CC=C4C=3C=CC=C4)=C3C(C=CC=C3)=CC=2)C2C=CC=CC=2)=CC=1.C([O-])([O-])=O.[K+].[K+]. Product: [Cl:17][C:15]1[C:14]([NH:31][C:28]2[CH:29]=[CH:30][C:25]([O:24][CH3:23])=[CH:26][CH:27]=2)=[N:13][CH:12]=[C:11]([C:9]2[N:8]([CH2:19][CH:20]([CH3:22])[CH3:21])[C:7]3[C:2]([Cl:1])=[CH:3][CH:4]=[CH:5][C:6]=3[N:10]=2)[CH:16]=1. The catalyst class is: 318. (4) Reactant: [N:1]1([C:6]2[CH:11]=[CH:10][C:9]([C:12]3[O:13][C:14]4[CH:30]=[CH:29][C:28]([NH:31][C:32](=[NH:34])[CH3:33])=[CH:27][C:15]=4[C:16](=[O:26])[C:17]=3[O:18]CC3C=CC=CC=3)=[CH:8][CH:7]=2)[CH:5]=[CH:4][N:3]=[CH:2]1.[ClH:35]. Product: [ClH:35].[N:1]1([C:6]2[CH:11]=[CH:10][C:9]([C:12]3[O:13][C:14]4[CH:30]=[CH:29][C:28]([NH:31][C:32](=[NH:34])[CH3:33])=[CH:27][C:15]=4[C:16](=[O:26])[C:17]=3[OH:18])=[CH:8][CH:7]=2)[CH:5]=[CH:4][N:3]=[CH:2]1. The catalyst class is: 19. (5) Reactant: C(OC(=O)[NH:7][C@H:8]([C:10]1[N:19]([C:20]2[CH:25]=[CH:24][CH:23]=[C:22]([C:26](=[O:28])[NH2:27])[CH:21]=2)[C:18](=[O:29])[C:17]2[C:12](=[CH:13][CH:14]=[CH:15][C:16]=2[Cl:30])[N:11]=1)[CH3:9])(C)(C)C.[F:32][C:33]([F:38])([F:37])[C:34]([OH:36])=[O:35]. Product: [F:32][C:33]([F:38])([F:37])[C:34]([O-:36])=[O:35].[C:26]([C:22]1[CH:21]=[C:20]([N:19]2[C:18](=[O:29])[C:17]3[C:12](=[CH:13][CH:14]=[CH:15][C:16]=3[Cl:30])[N:11]=[C:10]2[C@@H:8]([NH3+:7])[CH3:9])[CH:25]=[CH:24][CH:23]=1)(=[O:28])[NH2:27]. The catalyst class is: 4. (6) Reactant: Br[C:2]1[C:8]([Cl:9])=[CH:7][C:5]([NH2:6])=[CH:4][C:3]=1[Cl:10].C(=O)([O-])[O-].[Na+].[Na+].CC1(C)C(C)(C)OB([C:25]2[CH:43]=[CH:42][C:28]([O:29][CH2:30][CH:31]3[CH2:34][N:33]([C:35]([O:37][C:38]([CH3:41])([CH3:40])[CH3:39])=[O:36])[CH2:32]3)=[CH:27][CH:26]=2)O1. Product: [C:38]([O:37][C:35]([N:33]1[CH2:32][CH:31]([CH2:30][O:29][C:28]2[CH:27]=[CH:26][C:25]([C:2]3[C:8]([Cl:9])=[CH:7][C:5]([NH2:6])=[CH:4][C:3]=3[Cl:10])=[CH:43][CH:42]=2)[CH2:34]1)=[O:36])([CH3:41])([CH3:39])[CH3:40]. The catalyst class is: 73. (7) Reactant: Cl[C:2]1[N:7]=[C:6]([C:8]2[S:12][C:11]([C:13]([CH3:16])([CH3:15])[CH3:14])=[N:10][C:9]=2[C:17]2[CH:18]=[CH:19][C:20]([F:35])=[C:21]([NH:23][S:24]([C:27]3[C:32]([F:33])=[CH:31][CH:30]=[CH:29][C:28]=3[F:34])(=[O:26])=[O:25])[CH:22]=2)[CH:5]=[CH:4][N:3]=1.[NH2:36][CH:37]1[CH2:42][CH2:41][CH:40]([NH:43][S:44]([CH3:47])(=[O:46])=[O:45])[CH2:39][CH2:38]1. Product: [CH3:14][C:13]([C:11]1[S:12][C:8]([C:6]2[CH:5]=[CH:4][N:3]=[C:2]([NH:36][C@H:37]3[CH2:42][CH2:41][C@H:40]([NH:43][S:44]([CH3:47])(=[O:46])=[O:45])[CH2:39][CH2:38]3)[N:7]=2)=[C:9]([C:17]2[CH:18]=[CH:19][C:20]([F:35])=[C:21]([NH:23][S:24]([C:27]3[C:32]([F:33])=[CH:31][CH:30]=[CH:29][C:28]=3[F:34])(=[O:26])=[O:25])[CH:22]=2)[N:10]=1)([CH3:16])[CH3:15]. The catalyst class is: 51.